Dataset: Forward reaction prediction with 1.9M reactions from USPTO patents (1976-2016). Task: Predict the product of the given reaction. (1) Given the reactants [F:1][C:2]1[CH:3]=[CH:4][CH:5]=[C:6]2[C:10]=1[NH:9][N:8]=[CH:7]2.[N+:11]([O-])([O-:13])=[O:12].[K+], predict the reaction product. The product is: [F:1][C:2]1[CH:3]=[C:4]([N+:11]([O-:13])=[O:12])[CH:5]=[C:6]2[C:10]=1[NH:9][N:8]=[CH:7]2. (2) Given the reactants [NH2:1][C:2]1[CH:30]=[CH:29][C:5]2[NH:6][C:7]([C:12]3[C:13](=[O:28])[N:14]([CH2:23][CH2:24][CH:25]([CH3:27])[CH3:26])[C:15]4[C:20]([C:21]=3[OH:22])=[CH:19][CH:18]=[CH:17][N:16]=4)=[N:8][S:9](=[O:11])(=[O:10])[C:4]=2[CH:3]=1.[CH2:31]([S:34](Cl)(=[O:36])=[O:35])[CH2:32][CH3:33], predict the reaction product. The product is: [OH:22][C:21]1[C:20]2[C:15](=[N:16][CH:17]=[CH:18][CH:19]=2)[N:14]([CH2:23][CH2:24][CH:25]([CH3:27])[CH3:26])[C:13](=[O:28])[C:12]=1[C:7]1[NH:6][C:5]2[CH:29]=[CH:30][C:2]([NH:1][S:34]([CH2:31][CH2:32][CH3:33])(=[O:36])=[O:35])=[CH:3][C:4]=2[S:9](=[O:11])(=[O:10])[N:8]=1. (3) Given the reactants F[C:2]1[N:7]=[C:6]([NH2:8])[CH:5]=[CH:4][CH:3]=1.[NH:9]1[CH2:14][CH2:13][O:12][CH2:11][CH2:10]1, predict the reaction product. The product is: [O:12]1[CH2:13][CH2:14][N:9]([C:2]2[N:7]=[C:6]([NH2:8])[CH:5]=[CH:4][CH:3]=2)[CH2:10][CH2:11]1. (4) The product is: [CH3:9][C:3]1[C:4]([N+:10]([O-:12])=[O:11])=[CH:5][CH:6]=[C:7]([CH3:8])[C:2]=1[Br:1]. Given the reactants [Br:1][C:2]1[C:7]([CH3:8])=[CH:6][CH:5]=[CH:4][C:3]=1[CH3:9].[N+:10]([O-])([OH:12])=[O:11], predict the reaction product. (5) Given the reactants [CH3:1][O:2][C:3](=[O:13])[CH:4]([NH2:12])[C:5]1[CH:10]=[CH:9][C:8]([OH:11])=[CH:7][CH:6]=1.Cl[C:15]([O:17][CH2:18][CH:19]1[C:31]2[CH:30]=[CH:29][CH:28]=[CH:27][C:26]=2[C:25]2[C:20]1=[CH:21][CH:22]=[CH:23][CH:24]=2)=[O:16], predict the reaction product. The product is: [CH:30]1[C:31]2[CH:19]([CH2:18][O:17][C:15]([NH:12][C@H:4]([C:5]3[CH:10]=[CH:9][C:8]([OH:11])=[CH:7][CH:6]=3)[C:3]([O:2][CH3:1])=[O:13])=[O:16])[C:20]3[C:25](=[CH:24][CH:23]=[CH:22][CH:21]=3)[C:26]=2[CH:27]=[CH:28][CH:29]=1. (6) The product is: [CH3:36][C:10]1([CH2:9][OH:8])[S:16][CH2:15][CH2:14][N:13]2[C:17]([C:20]3([C:23]4[CH:24]=[CH:25][C:26]([C:29]5[N:30]=[N:31][C:32]([CH3:35])=[CH:33][CH:34]=5)=[CH:27][CH:28]=4)[CH2:22][CH2:21]3)=[N:18][N:19]=[C:12]2[CH2:11]1. Given the reactants [Si]([O:8][CH2:9][C:10]1([CH3:36])[S:16][CH2:15][CH2:14][N:13]2[C:17]([C:20]3([C:23]4[CH:28]=[CH:27][C:26]([C:29]5[N:30]=[N:31][C:32]([CH3:35])=[CH:33][CH:34]=5)=[CH:25][CH:24]=4)[CH2:22][CH2:21]3)=[N:18][N:19]=[C:12]2[CH2:11]1)(C(C)(C)C)(C)C.Cl, predict the reaction product. (7) Given the reactants [C:1]([C:5]1[CH:6]=[C:7]([NH:29][C:30]([NH:32][C@@H:33]2[C:42]3[C:37](=[CH:38][CH:39]=[CH:40][CH:41]=3)[C@H:36]([O:43][C:44]3[CH:45]=[CH:46][C:47]4[N:48]([C:50]([N:53]5[CH2:58][CH2:57][CH2:56][CH2:55][C@@H:54]5[CH3:59])=[N:51][N:52]=4)[CH:49]=3)[CH2:35][CH2:34]2)=[O:31])[N:8]([C:10]2[CH:15]=[CH:14][C:13]([O:16][Si:17]([CH:24]([CH3:26])[CH3:25])([CH:21]([CH3:23])[CH3:22])[CH:18]([CH3:20])[CH3:19])=[C:12]([CH2:27]Cl)[CH:11]=2)[N:9]=1)([CH3:4])([CH3:3])[CH3:2].[CH3:60][N:61]1[CH2:66][CH2:65][NH:64][CH2:63][CH2:62]1, predict the reaction product. The product is: [C:1]([C:5]1[CH:6]=[C:7]([NH:29][C:30]([NH:32][C@@H:33]2[C:42]3[C:37](=[CH:38][CH:39]=[CH:40][CH:41]=3)[C@H:36]([O:43][C:44]3[CH:45]=[CH:46][C:47]4[N:48]([C:50]([N:53]5[CH2:58][CH2:57][CH2:56][CH2:55][C@@H:54]5[CH3:59])=[N:51][N:52]=4)[CH:49]=3)[CH2:35][CH2:34]2)=[O:31])[N:8]([C:10]2[CH:15]=[CH:14][C:13]([O:16][Si:17]([CH:24]([CH3:26])[CH3:25])([CH:21]([CH3:23])[CH3:22])[CH:18]([CH3:20])[CH3:19])=[C:12]([CH2:27][N:64]3[CH2:65][CH2:66][N:61]([CH3:60])[CH2:62][CH2:63]3)[CH:11]=2)[N:9]=1)([CH3:4])([CH3:3])[CH3:2]. (8) Given the reactants [CH2:1]([O:8][CH2:9][N:10]1[C:15](=[O:16])[C:14]([Br:17])=[N:13][N:12](CC(F)(F)C2C=CC=CC=2)[C:11]1=[O:28])[C:2]1[CH:7]=[CH:6][CH:5]=[CH:4][CH:3]=1.[S:29]1[CH:33]=[CH:32][C:31]2[CH:34]=[CH:35][CH:36]=[C:37]([CH2:38]O)[C:30]1=2, predict the reaction product. The product is: [S:29]1[CH:33]=[CH:32][C:31]2[CH:34]=[CH:35][CH:36]=[C:37]([CH2:38][N:12]3[C:11](=[O:28])[N:10]([CH2:9][O:8][CH2:1][C:2]4[CH:7]=[CH:6][CH:5]=[CH:4][CH:3]=4)[C:15](=[O:16])[C:14]([Br:17])=[N:13]3)[C:30]1=2. (9) Given the reactants [Cl:1][C:2]1[CH:13]=[CH:12][C:5]([C:6]([NH:8][CH:9]2[CH2:11][CH2:10]2)=[O:7])=[CH:4][C:3]=1I.CC1(C)C(C)(C)OB([C:23]2[CH:24]=[C:25]3[C:30](=[CH:31][CH:32]=2)[N:29]=[C:28]([NH2:33])[N:27]=[CH:26]3)O1.C(=O)([O-])[O-].[Na+].[Na+].O.[Br-].[K+], predict the reaction product. The product is: [NH2:33][C:28]1[N:27]=[CH:26][C:25]2[C:30](=[CH:31][CH:32]=[C:23]([C:3]3[CH:4]=[C:5]([CH:12]=[CH:13][C:2]=3[Cl:1])[C:6]([NH:8][CH:9]3[CH2:11][CH2:10]3)=[O:7])[CH:24]=2)[N:29]=1.